From a dataset of HIV replication inhibition screening data with 41,000+ compounds from the AIDS Antiviral Screen. Binary Classification. Given a drug SMILES string, predict its activity (active/inactive) in a high-throughput screening assay against a specified biological target. (1) The compound is O=C(Cc1nc2ccc(C(=O)c3ccccc3)cc2nc1O)C(=O)Nc1ccc(Br)cc1. The result is 0 (inactive). (2) The molecule is Cc1cc(NS(=O)(=O)c2ccc(NC(=O)c3cccc4c(NNc5ccc(S(N)(=O)=O)cc5)c5ccccc5nc34)cc2)no1. The result is 0 (inactive). (3) The compound is C=CCn1c(=S)[nH]c2c(Cl)cc(Cl)cc2c1=O. The result is 0 (inactive). (4) The compound is Cl.O=c1oc2c3ccc4ccccc4c3n(CCCN3CCCCC3)c2c2ccccc12. The result is 0 (inactive). (5) The molecule is COc1cc(Nc2cnc3cc(F)c(F)cc3n2)cc(OC)c1. The result is 0 (inactive). (6) The compound is CC1=C2C(c3ccccc3)C3C=CC2(C=C3C(F)(F)F)N(C(=O)NC2CCCCC2)C1=O. The result is 0 (inactive). (7) The drug is CSc1nc2cc(Cl)ccc2c2c1C=NCCN2. The result is 0 (inactive). (8) The compound is COC(=O)C12CC(C(C)C)C3CC(C(=O)C=C1OC)C32. The result is 0 (inactive). (9) The result is 0 (inactive). The molecule is C#CC(OC(=O)NC1CCCCC1)(c1ccccc1)c1ccccc1. (10) The molecule is CN(C)C(=O)N=NC(=O)N(C)C. The result is 1 (active).